From a dataset of Forward reaction prediction with 1.9M reactions from USPTO patents (1976-2016). Predict the product of the given reaction. (1) Given the reactants [C:1]([O:5][C:6]([N:8]([C:26]([O:28][C:29]([CH3:32])([CH3:31])[CH3:30])=[O:27])[C:9]1[CH:18]=[CH:17][C:16]2[C:15]3=[CH:19][CH:20]=[N:21][N:14]3[CH:13]=[CH:12][C:11]=2[C:10]=1[C:22]([O:24][CH3:25])=[O:23])=[O:7])([CH3:4])([CH3:3])[CH3:2], predict the reaction product. The product is: [C:29]([O:28][C:26]([N:8]([C:6]([O:5][C:1]([CH3:4])([CH3:3])[CH3:2])=[O:7])[C:9]1[CH:18]=[CH:17][C:16]2[C:15]3=[CH:19][CH:20]=[N:21][N:14]3[CH2:13][CH2:12][C:11]=2[C:10]=1[C:22]([O:24][CH3:25])=[O:23])=[O:27])([CH3:32])([CH3:31])[CH3:30]. (2) Given the reactants CCOCC.C1COCC1.[F:11][C:12]([F:20])([F:19])[C:13](=[O:18])[CH:14]=[C:15]([CH3:17])[CH3:16].[F:21][C:22]1[CH:27]=[CH:26][C:25]([Mg]Br)=[CH:24][CH:23]=1, predict the reaction product. The product is: [F:11][C:12]([F:20])([F:19])[C:13](=[O:18])[CH2:14][C:15]([C:25]1[CH:26]=[CH:27][C:22]([F:21])=[CH:23][CH:24]=1)([CH3:17])[CH3:16]. (3) Given the reactants ClC1C=C(F)C(C2N=NN(C)N=2)=C(C2C=C([F:17])C([C@H](N)C)=NC=2)C=1.FC1CCC(O)(C(O)=O)CC=1.F[P-](F)(F)(F)(F)F.N1(O[P+](N(C)C)(N(C)C)N(C)C)C2C=CC=CC=2N=N1.C(N(CC)CC)C.[Cl:70][C:71]1[CH:72]=[C:73]([F:103])[C:74]([C:97]2[N:98]=[N:99][N:100]([CH3:102])[N:101]=2)=[C:75]([C:77]2[CH:78]=[C:79]([F:96])[C:80]([C@H:83]([NH:85][C:86]([C:88]3([OH:95])[CH2:93][CH2:92][C:91]([F:94])=[CH:90][CH2:89]3)=[O:87])[CH3:84])=[N:81][CH:82]=2)[CH:76]=1, predict the reaction product. The product is: [Cl:70][C:71]1[CH:72]=[C:73]([F:103])[C:74]([C:97]2[N:98]=[N:99][N:100]([CH3:102])[N:101]=2)=[C:75]([C:77]2[CH:78]=[C:79]([F:96])[C:80]([C@H:83]([NH:85][C:86]([C:88]3([OH:95])[CH2:93][CH2:92][C:91]([F:17])([F:94])[CH2:90][CH2:89]3)=[O:87])[CH3:84])=[N:81][CH:82]=2)[CH:76]=1. (4) Given the reactants [F:1][C:2]([F:16])([F:15])[C:3]1[C:4]([N:9]2[CH2:14][CH2:13][NH:12][CH2:11][CH2:10]2)=[N:5][CH:6]=[CH:7][CH:8]=1.[CH:17]1([CH2:22][C:23](O)=[O:24])[CH2:21][CH2:20][CH2:19][CH2:18]1.F[P-](F)(F)(F)(F)F.N1(O[P+](N(C)C)(N(C)C)N(C)C)C2C=CC=CC=2N=N1, predict the reaction product. The product is: [CH:17]1([CH2:22][C:23]([N:12]2[CH2:11][CH2:10][N:9]([C:4]3[C:3]([C:2]([F:1])([F:15])[F:16])=[CH:8][CH:7]=[CH:6][N:5]=3)[CH2:14][CH2:13]2)=[O:24])[CH2:21][CH2:20][CH2:19][CH2:18]1. (5) The product is: [F:1][C:2]1[CH:27]=[CH:26][C:5]([CH2:6][N:7]2[C:16](=[O:17])[C:15]3[C:10](=[CH:11][CH:12]=[C:13]([C:18]#[CH:19])[CH:14]=3)[N:9]([CH3:24])[C:8]2=[O:25])=[CH:4][CH:3]=1. Given the reactants [F:1][C:2]1[CH:27]=[CH:26][C:5]([CH2:6][N:7]2[C:16](=[O:17])[C:15]3[C:10](=[CH:11][CH:12]=[C:13]([C:18]#[C:19][Si](C)(C)C)[CH:14]=3)[N:9]([CH3:24])[C:8]2=[O:25])=[CH:4][CH:3]=1.[OH-].[Na+], predict the reaction product.